Dataset: Reaction yield outcomes from USPTO patents with 853,638 reactions. Task: Predict the reaction yield, written as a fraction of the theoretical maximum amount of product (1.0 means a 100% yield; for example, 0.34 means a 34% yield). (1) The reactants are [CH3:1][NH:2][CH3:3].C1COCC1.[F:9][C:10]1[CH:15]=[CH:14][C:13]([C:16]2[O:17][C:18]3[CH:28]=[CH:27][C:26]([C:29]4[CH:30]=[C:31]([CH:41]=[CH:42][CH:43]=4)[C:32]([NH:34][C:35]([CH3:40])([CH3:39])[C:36](O)=[O:37])=[O:33])=[CH:25][C:19]=3[C:20]=2[C:21](=[O:24])[NH:22][CH3:23])=[CH:12][CH:11]=1.CN(C(ON1N=NC2C=CC=NC1=2)=[N+](C)C)C.F[P-](F)(F)(F)(F)F.CCN(C(C)C)C(C)C. The catalyst is CN(C=O)C. The product is [CH3:1][N:2]([CH3:3])[C:36](=[O:37])[C:35]([NH:34][C:32]([C:31]1[CH:30]=[C:29]([C:26]2[CH:27]=[CH:28][C:18]3[O:17][C:16]([C:13]4[CH:12]=[CH:11][C:10]([F:9])=[CH:15][CH:14]=4)=[C:20]([C:21]([NH:22][CH3:23])=[O:24])[C:19]=3[CH:25]=2)[CH:43]=[CH:42][CH:41]=1)=[O:33])([CH3:39])[CH3:40]. The yield is 0.710. (2) The reactants are [Cl:1][C:2]1[C:3]([O:15][CH:16]([C:21]2[CH:22]=[N:23][CH:24]=[CH:25][CH:26]=2)[C:17]([F:20])([F:19])[F:18])=[N:4][C:5]2[C:10]([N:11]=1)=[CH:9][C:8]([N+:12]([O-])=O)=[CH:7][CH:6]=2.[Cl-].[NH4+]. The catalyst is C(O)C.O.[Fe]. The product is [Cl:1][C:2]1[C:3]([O:15][CH:16]([C:21]2[CH:22]=[N:23][CH:24]=[CH:25][CH:26]=2)[C:17]([F:19])([F:20])[F:18])=[N:4][C:5]2[C:10]([N:11]=1)=[CH:9][C:8]([NH2:12])=[CH:7][CH:6]=2. The yield is 0.620. (3) The catalyst is C1COCC1.CN1C(=O)CCC1. The product is [CH2:31]([S:30][C:28]1[C:27]([C:33]([NH:35][CH2:36][C:37]2[CH:42]=[CH:41][CH:40]=[C:39]([F:43])[CH:38]=2)=[O:34])=[C:26]([CH3:44])[CH:25]=[C:24]([N:1]2[CH2:6][CH2:5][O:4][CH2:3][C@@H:2]2[CH2:7][OH:8])[N:29]=1)[CH3:32]. The reactants are [NH:1]1[CH2:6][CH2:5][O:4][CH2:3][C@@H:2]1[CH2:7][OH:8].C[Si](C)(C)N[Si](C)(C)C.C[Si](C)(C)Cl.Cl[C:24]1[N:29]=[C:28]([S:30][CH2:31][CH3:32])[C:27]([C:33]([NH:35][CH2:36][C:37]2[CH:42]=[CH:41][CH:40]=[C:39]([F:43])[CH:38]=2)=[O:34])=[C:26]([CH3:44])[CH:25]=1.CCN(C(C)C)C(C)C.Cl.C([O-])(O)=O.[Na+]. The yield is 0.130. (4) The reactants are N1CCC[C@H]1C(O)=O.[Cl:9][C:10]1[CH:17]=[CH:16][C:13]([CH:14]=[O:15])=[CH:12][C:11]=1[F:18].[Cl-].[NH4+].[CH3:21][C:22]([CH3:24])=[O:23]. No catalyst specified. The product is [Cl:9][C:10]1[CH:17]=[CH:16][C:13]([CH:14]([OH:15])[CH2:21][C:22](=[O:23])[CH3:24])=[CH:12][C:11]=1[F:18]. The yield is 0.730. (5) The reactants are C[O:2][C:3]([C:5]1[CH:6]=[CH:7][C:8]2[O:12][C:11]([C:13]3[CH:18]=[CH:17][CH:16]=[CH:15][CH:14]=3)=[CH:10][C:9]=2[CH:19]=1)=[O:4].O[Li].O. The catalyst is C(O)C. The product is [C:13]1([C:11]2[O:12][C:8]3[CH:7]=[CH:6][C:5]([C:3]([OH:4])=[O:2])=[CH:19][C:9]=3[CH:10]=2)[CH:14]=[CH:15][CH:16]=[CH:17][CH:18]=1. The yield is 0.440.